From a dataset of Full USPTO retrosynthesis dataset with 1.9M reactions from patents (1976-2016). Predict the reactants needed to synthesize the given product. Given the product [Cl:1][C:2]1[C:3]2[N:4]([C:26]([CH2:27][C:28]([F:31])([F:30])[F:29])=[N:25][N:24]=2)[N:5]=[CH:6][C:7]=1[N:8]1[CH2:9][CH2:10][CH:11]([C:14]2[N:15]=[C:16]([O:22][CH3:23])[CH:17]=[C:18]([O:20][CH3:21])[N:19]=2)[CH2:12][CH2:13]1, predict the reactants needed to synthesize it. The reactants are: [Cl:1][C:2]1[C:7]([N:8]2[CH2:13][CH2:12][CH:11]([C:14]3[N:19]=[C:18]([O:20][CH3:21])[CH:17]=[C:16]([O:22][CH3:23])[N:15]=3)[CH2:10][CH2:9]2)=[CH:6][N:5]=[N:4][C:3]=1[NH:24][NH:25][C:26](=O)[CH2:27][C:28]([F:31])([F:30])[F:29].P(Cl)(Cl)(Cl)=O.